Dataset: Full USPTO retrosynthesis dataset with 1.9M reactions from patents (1976-2016). Task: Predict the reactants needed to synthesize the given product. Given the product [C:43]([N:40]1[CH2:41][CH2:42][N:37]([C:31]2[N:32]=[C:33]([O:34][CH2:35][CH3:36])[C:28]([NH:27][C:11]([C:8]3[C:7]4[C:2](=[O:1])[NH:3][CH2:4][CH2:5][C:6]=4[O:10][CH:9]=3)=[O:13])=[CH:29][CH:30]=2)[CH2:38][CH2:39]1)(=[O:45])[CH3:44], predict the reactants needed to synthesize it. The reactants are: [O:1]=[C:2]1[C:7]2[C:8]([C:11]([OH:13])=O)=[CH:9][O:10][C:6]=2[CH2:5][CH2:4][NH:3]1.C(N(CC)CC)C.ClC(OCC)=O.[NH2:27][C:28]1[CH:29]=[CH:30][C:31]([N:37]2[CH2:42][CH2:41][N:40]([C:43](=[O:45])[CH3:44])[CH2:39][CH2:38]2)=[N:32][C:33]=1[O:34][CH2:35][CH3:36].